This data is from Full USPTO retrosynthesis dataset with 1.9M reactions from patents (1976-2016). The task is: Predict the reactants needed to synthesize the given product. Given the product [O:4]1[CH2:2][C@H:3]1[C:5]1[CH:6]=[C:7]([NH:11][S:12]([C:15]2[CH:20]=[CH:19][CH:18]=[CH:17][CH:16]=2)(=[O:14])=[O:13])[CH:8]=[CH:9][CH:10]=1, predict the reactants needed to synthesize it. The reactants are: Cl[CH2:2][C@@H:3]([C:5]1[CH:6]=[C:7]([NH:11][S:12]([C:15]2[CH:20]=[CH:19][CH:18]=[CH:17][CH:16]=2)(=[O:14])=[O:13])[CH:8]=[CH:9][CH:10]=1)[OH:4].C(=O)([O-])[O-].[K+].[K+].